From a dataset of Forward reaction prediction with 1.9M reactions from USPTO patents (1976-2016). Predict the product of the given reaction. (1) Given the reactants [H-].[Na+].[CH2:3]([N:10]1[CH2:15][CH2:14][C:13](=[O:16])[CH2:12][CH2:11]1)[C:4]1[CH:9]=[CH:8][CH:7]=[CH:6][CH:5]=1.[CH3:17]I, predict the reaction product. The product is: [CH2:3]([N:10]1[CH2:15][CH2:14][C:13](=[O:16])[CH:12]([CH3:17])[CH2:11]1)[C:4]1[CH:5]=[CH:6][CH:7]=[CH:8][CH:9]=1. (2) The product is: [NH:1]([C:27]([O:29][C:30]([CH3:33])([CH3:32])[CH3:31])=[O:28])[C@H:2]([C:24]([CH2:39][CH2:38][CH2:37][N:34]=[N+:35]=[N-:36])=[O:25])[CH2:3][S:4][C:5]([C:12]1[CH:13]=[CH:14][CH:15]=[CH:16][CH:17]=1)([C:18]1[CH:19]=[CH:20][CH:21]=[CH:22][CH:23]=1)[C:6]1[CH:11]=[CH:10][CH:9]=[CH:8][CH:7]=1. Given the reactants [NH:1]([C:27]([O:29][C:30]([CH3:33])([CH3:32])[CH3:31])=[O:28])[C@H:2]([C:24](O)=[O:25])[CH2:3][S:4][C:5]([C:18]1[CH:23]=[CH:22][CH:21]=[CH:20][CH:19]=1)([C:12]1[CH:17]=[CH:16][CH:15]=[CH:14][CH:13]=1)[C:6]1[CH:11]=[CH:10][CH:9]=[CH:8][CH:7]=1.[N:34]([CH2:37][CH2:38][CH2:39]N)=[N+:35]=[N-:36].ON1C2N=CC=CC=2N=N1.CCN=C=NCCCN(C)C.Cl, predict the reaction product. (3) Given the reactants [Cl:1][C:2]1[CH:7]=[CH:6][C:5]([C:8]2[N:12]([C:13]3[CH:18]=[CH:17][C:16]([Cl:19])=[CH:15][C:14]=3[Cl:20])[N:11]=[C:10]([C:21]([NH:23][CH:24]3[CH2:29][CH2:28][N:27]([C:30]([O:32][C:33]4C=CC([N+]([O-])=O)=C[CH:34]=4)=[O:31])[CH2:26][CH2:25]3)=[O:22])[C:9]=2[CH3:42])=[CH:4][CH:3]=1.[H-].[Na+], predict the reaction product. The product is: [Cl:1][C:2]1[CH:7]=[CH:6][C:5]([C:8]2[N:12]([C:13]3[CH:18]=[CH:17][C:16]([Cl:19])=[CH:15][C:14]=3[Cl:20])[N:11]=[C:10]([C:21]([NH:23][CH:24]3[CH2:25][CH2:26][N:27]([C:30]([O:32][CH2:33][CH3:34])=[O:31])[CH2:28][CH2:29]3)=[O:22])[C:9]=2[CH3:42])=[CH:4][CH:3]=1. (4) Given the reactants C[O:2][C:3]1[CH:4]=[CH:5][C:6]([C:9]([CH3:15])([CH3:14])[C:10]([F:13])([F:12])[F:11])=[N:7][CH:8]=1.C([S-])C.[Na+], predict the reaction product. The product is: [F:13][C:10]([F:11])([F:12])[C:9]([C:6]1[N:7]=[CH:8][C:3]([OH:2])=[CH:4][CH:5]=1)([CH3:15])[CH3:14]. (5) Given the reactants FF.[CH3:3][O:4][C@@H:5]1[C@H:10]([O:11][CH3:12])[C@@H:9]([O:13][CH3:14])[C@H:8]([CH3:15])[O:7][C@H:6]1[O:16][N:17]=[CH:18][C:19]1[CH:24]=[CH:23][C:22]([C:25]2[N:29]=[CH:28][N:27]([C:30]3[CH:35]=[CH:34][C:33]([OH:36])=[CH:32][N:31]=3)[N:26]=2)=[CH:21][CH:20]=1.[F:37][C:38]([F:45])([F:44])[C:39]([F:43])=[C:40]([F:42])[F:41].C(N(CC)CC)C, predict the reaction product. The product is: [CH3:3][O:4][C@@H:5]1[C@H:10]([O:11][CH3:12])[C@@H:9]([O:13][CH3:14])[C@H:8]([CH3:15])[O:7][C@H:6]1[O:16][N:17]=[CH:18][C:19]1[CH:20]=[CH:21][C:22]([C:25]2[N:29]=[CH:28][N:27]([C:30]3[CH:35]=[CH:34][C:33]([O:36][C:40]([F:42])([F:41])[CH:39]([F:43])[C:38]([F:45])([F:44])[F:37])=[CH:32][N:31]=3)[N:26]=2)=[CH:23][CH:24]=1. (6) Given the reactants [F:1][C:2]1[CH:3]=[C:4]([CH:17]=[C:18]([F:20])[CH:19]=1)[O:5][C:6]1[CH:7]=[CH:8][C:9]([N+:14]([O-])=O)=[C:10]([CH:13]=1)[C:11]#[N:12], predict the reaction product. The product is: [NH2:14][C:9]1[CH:8]=[CH:7][C:6]([O:5][C:4]2[CH:17]=[C:18]([F:20])[CH:19]=[C:2]([F:1])[CH:3]=2)=[CH:13][C:10]=1[C:11]#[N:12].